From a dataset of Forward reaction prediction with 1.9M reactions from USPTO patents (1976-2016). Predict the product of the given reaction. (1) The product is: [CH3:1][O:2][C@@H:3]1[C@H:10]([O:11][CH2:29][CH2:28][P:27](=[O:36])([C:21]2[CH:26]=[CH:25][CH:24]=[CH:23][CH:22]=2)[C:30]2[CH:35]=[CH:34][CH:33]=[CH:32][CH:31]=2)[CH2:9][CH2:8][C@@:5]2([O:7][CH2:6]2)[C@H:4]1[C@:12]1([CH3:20])[C@@H:14]([CH2:15][CH:16]=[C:17]([CH3:19])[CH3:18])[O:13]1. Given the reactants [CH3:1][O:2][C@@H:3]1[C@H:10]([OH:11])[CH2:9][CH2:8][C@@:5]2([O:7][CH2:6]2)[C@H:4]1[C@:12]1([CH3:20])[C@@H:14]([CH2:15][CH:16]=[C:17]([CH3:19])[CH3:18])[O:13]1.[C:21]1([P:27](=[O:36])([C:30]2[CH:35]=[CH:34][CH:33]=[CH:32][CH:31]=2)[CH:28]=[CH2:29])[CH:26]=[CH:25][CH:24]=[CH:23][CH:22]=1.[OH-].[K+].CCOCC, predict the reaction product. (2) Given the reactants O=C1CCC(=O)N1O[C:9](=[O:27])[C:10]1[CH:15]=[CH:14][C:13]([O:16][C:17](=[O:26])[N:18]([CH3:25])[C:19]2[CH:24]=[CH:23][CH:22]=[CH:21][CH:20]=2)=[CH:12][CH:11]=1.[CH2:28]([NH2:33])[CH2:29][CH:30]([CH3:32])[CH3:31], predict the reaction product. The product is: [CH3:31][CH:30]([CH3:32])[CH2:29][CH2:28][NH:33][C:9]([C:10]1[CH:11]=[CH:12][C:13]([O:16][C:17](=[O:26])[N:18]([CH3:25])[C:19]2[CH:20]=[CH:21][CH:22]=[CH:23][CH:24]=2)=[CH:14][CH:15]=1)=[O:27]. (3) Given the reactants [F:1][C:2]1[CH:7]=[CH:6][C:5]([NH:8][C:9]2[CH:10]=[C:11]3[C:16](=[CH:17][CH:18]=2)[C:15](O)=[N:14][N:13]=[CH:12]3)=[CH:4][CH:3]=1.P(Cl)(Cl)([Cl:22])=O, predict the reaction product. The product is: [Cl:22][C:15]1[C:16]2[C:11](=[CH:10][C:9]([NH:8][C:5]3[CH:6]=[CH:7][C:2]([F:1])=[CH:3][CH:4]=3)=[CH:18][CH:17]=2)[CH:12]=[N:13][N:14]=1.